This data is from Reaction yield outcomes from USPTO patents with 853,638 reactions. The task is: Predict the reaction yield, written as a fraction of the theoretical maximum amount of product (1.0 means a 100% yield; for example, 0.34 means a 34% yield). (1) The reactants are Br[C:2]1[C:3]([CH:8]=[O:9])=[N:4][N:5]([CH3:7])[CH:6]=1.C(Cl)(Cl)Cl.C([O-])([O-])=O.[K+].[K+].CC1(C)C2C(=C(P(C3C=CC=CC=3)C3C=CC=CC=3)C=CC=2)OC2C(P(C3C=CC=CC=3)C3C=CC=CC=3)=CC=CC1=2.C([S:65][CH2:66][CH:67]1[CH2:72][CH2:71][N:70]([C:73]([O:75][C:76]([CH3:79])([CH3:78])[CH3:77])=[O:74])[CH2:69][CH2:68]1)(=O)C.CO. The catalyst is O1CCOCC1.C1C=CC(/C=C/C(/C=C/C2C=CC=CC=2)=O)=CC=1.C1C=CC(/C=C/C(/C=C/C2C=CC=CC=2)=O)=CC=1.C1C=CC(/C=C/C(/C=C/C2C=CC=CC=2)=O)=CC=1.[Pd].[Pd]. The product is [CH:8]([C:3]1[C:2]([S:65][CH2:66][CH:67]2[CH2:72][CH2:71][N:70]([C:73]([O:75][C:76]([CH3:79])([CH3:78])[CH3:77])=[O:74])[CH2:69][CH2:68]2)=[CH:6][N:5]([CH3:7])[N:4]=1)=[O:9]. The yield is 0.600. (2) The reactants are [C:1]([OH:9])(=[O:8])/[C:2](=[C:4](\[CH:6]=O)/[Br:5])/Br.S(O)(O)(=O)=O.[CH3:15][S:16][C:17](=[NH:19])[NH2:18].C(N(CC)CC)C.C. The catalyst is O. The product is [Br:5][C:4]1[C:2]([C:1]([OH:9])=[O:8])=[N:18][C:17]([S:16][CH3:15])=[N:19][CH:6]=1. The yield is 0.590. (3) The reactants are [CH3:1][N:2]1[C:7](=[O:8])[C:6]([NH:9][C:10]2[CH:15]=[CH:14][C:13]([C:16]([N:18]3[CH2:23][CH2:22][O:21][CH2:20][CH2:19]3)=[O:17])=[CH:12][N:11]=2)=[CH:5][C:4]([C:24]2[C:29]([CH:30]=[O:31])=[C:28]([N:32]3[CH2:44][CH2:43][N:35]4[C:36]5[CH2:37][CH2:38][CH2:39][CH2:40][C:41]=5[CH:42]=[C:34]4[C:33]3=[O:45])[N:27]=[CH:26][CH:25]=2)=[CH:3]1.[BH4-].[Na+]. The catalyst is CO. The product is [OH:31][CH2:30][C:29]1[C:28]([N:32]2[CH2:44][CH2:43][N:35]3[C:36]4[CH2:37][CH2:38][CH2:39][CH2:40][C:41]=4[CH:42]=[C:34]3[C:33]2=[O:45])=[N:27][CH:26]=[CH:25][C:24]=1[C:4]1[CH:5]=[C:6]([NH:9][C:10]2[CH:15]=[CH:14][C:13]([C:16]([N:18]3[CH2:23][CH2:22][O:21][CH2:20][CH2:19]3)=[O:17])=[CH:12][N:11]=2)[C:7](=[O:8])[N:2]([CH3:1])[CH:3]=1. The yield is 0.440.